Dataset: Forward reaction prediction with 1.9M reactions from USPTO patents (1976-2016). Task: Predict the product of the given reaction. (1) Given the reactants FC(F)(F)C(O)=O.[NH2:8][C@H:9]([C:19]1[C:24]([C:25]2[CH:26]=[CH:27][C:28]([F:34])=[C:29]([CH:33]=2)[C:30]([NH2:32])=[O:31])=[CH:23][CH:22]=[CH:21][N:20]=1)[CH2:10][C:11]1[CH:16]=[C:15]([F:17])[CH:14]=[C:13]([F:18])[CH:12]=1.[F:35][CH:36]([F:53])[C:37]1[C:45]2[CH2:44][CH2:43][CH2:42][C:41](=[O:46])[C:40]=2[N:39]([CH2:47][C:48](OCC)=[O:49])[N:38]=1, predict the reaction product. The product is: [F:53][CH:36]([F:35])[C:37]1[C:45]2[CH2:44][CH2:43][CH2:42][C:41](=[O:46])[C:40]=2[N:39]([CH2:47][C:48]([NH:8][C@H:9]([C:19]2[C:24]([C:25]3[CH:26]=[CH:27][C:28]([F:34])=[C:29]([CH:33]=3)[C:30]([NH2:32])=[O:31])=[CH:23][CH:22]=[CH:21][N:20]=2)[CH2:10][C:11]2[CH:12]=[C:13]([F:18])[CH:14]=[C:15]([F:17])[CH:16]=2)=[O:49])[N:38]=1. (2) Given the reactants [NH2:1][C:2]1[O:6][N:5]=[C:4]([C:7]2[S:8][CH:9]=[CH:10][CH:11]=2)[C:3]=1[C:12]([NH2:14])=[O:13].[C:15]1([N:21]=[C:22]=[O:23])[CH:20]=[CH:19][CH:18]=[CH:17][CH:16]=1, predict the reaction product. The product is: [C:15]1([NH:21][C:22](=[O:23])[NH:1][C:2]2[O:6][N:5]=[C:4]([C:7]3[S:8][CH:9]=[CH:10][CH:11]=3)[C:3]=2[C:12]([NH2:14])=[O:13])[CH:20]=[CH:19][CH:18]=[CH:17][CH:16]=1. (3) Given the reactants [CH:1]1([N:5]2[CH2:11][CH2:10][C:9]3[S:12][C:13]([CH:15]4[CH2:20][CH2:19][N:18]([C:21]5[CH:22]=[N:23][C:24]([C:27]([N:29]6[CH:33]=CN=[CH:30]6)=[O:28])=[CH:25][CH:26]=5)[CH2:17][CH2:16]4)=[N:14][C:8]=3[CH2:7][CH2:6]2)[CH2:4][CH2:3][CH2:2]1.CNC, predict the reaction product. The product is: [CH:1]1([N:5]2[CH2:11][CH2:10][C:9]3[S:12][C:13]([CH:15]4[CH2:20][CH2:19][N:18]([C:21]5[CH:26]=[CH:25][C:24]([C:27]([N:29]([CH3:33])[CH3:30])=[O:28])=[N:23][CH:22]=5)[CH2:17][CH2:16]4)=[N:14][C:8]=3[CH2:7][CH2:6]2)[CH2:2][CH2:3][CH2:4]1. (4) Given the reactants [Br:1][C:2]1[CH:3]=[CH:4][C:5]([NH2:9])=[C:6]([SH:8])[CH:7]=1.[CH3:10][N:11]([CH3:20])[C:12]1[CH:19]=[CH:18][C:15]([CH:16]=O)=[CH:14][CH:13]=1.O, predict the reaction product. The product is: [CH3:10][N:11]([CH3:20])[C:12]1[CH:19]=[CH:18][C:15]([C:16]2[S:8][C:6]3[CH:7]=[C:2]([Br:1])[CH:3]=[CH:4][C:5]=3[N:9]=2)=[CH:14][CH:13]=1.